This data is from Peptide-MHC class I binding affinity with 185,985 pairs from IEDB/IMGT. The task is: Regression. Given a peptide amino acid sequence and an MHC pseudo amino acid sequence, predict their binding affinity value. This is MHC class I binding data. The peptide sequence is SSMNSDAAY. The MHC is HLA-A02:01 with pseudo-sequence HLA-A02:01. The binding affinity (normalized) is 0.0847.